Predict the reaction yield, written as a fraction of the theoretical maximum amount of product (1.0 means a 100% yield; for example, 0.34 means a 34% yield). From a dataset of Reaction yield outcomes from USPTO patents with 853,638 reactions. (1) The reactants are Br[C:2]1[CH:7]=[CH:6][C:5]([F:8])=[CH:4][C:3]=1[N:9]1[CH:13]=[CH:12][N:11]=[N:10]1.[C:14]([Cu])#[N:15]. The catalyst is CN1C(=O)CCC1. The product is [F:8][C:5]1[CH:6]=[CH:7][C:2]([C:14]#[N:15])=[C:3]([N:9]2[CH:13]=[CH:12][N:11]=[N:10]2)[CH:4]=1. The yield is 0.610. (2) The reactants are Cl[C:2]1[CH:7]=[C:6]([CH2:8][OH:9])[CH:5]=[C:4]([C:10]([F:13])([F:12])[F:11])[N:3]=1.CC1(C)OB([C:20]2[CH:21]=[N:22][C:23]([C:26]([F:29])([F:28])[F:27])=[N:24][CH:25]=2)OC1(C)C.C(=O)([O-])[O-].[K+].[K+]. The catalyst is O1CCOCC1.C1C=CC(P(C2C=CC=CC=2)[C-]2C=CC=C2)=CC=1.C1C=CC(P(C2C=CC=CC=2)[C-]2C=CC=C2)=CC=1.Cl[Pd]Cl.[Fe+2]. The product is [F:11][C:10]([F:13])([F:12])[C:4]1[CH:5]=[C:6]([CH2:8][OH:9])[CH:7]=[C:2]([C:20]2[CH:21]=[N:22][C:23]([C:26]([F:29])([F:28])[F:27])=[N:24][CH:25]=2)[N:3]=1. The yield is 0.530. (3) The reactants are [CH2:1]([O:8][C:9]([N:11]1[CH2:15][CH2:14][C@H:13](OS(C)(=O)=O)[CH2:12]1)=[O:10])[C:2]1[CH:7]=[CH:6][CH:5]=[CH:4][CH:3]=1.[NH3:21].[OH-].[Na+].[C:24]([OH:27])(=[O:26])[CH3:25]. The catalyst is C(OCC)(=O)C. The product is [C:24]([OH:27])(=[O:26])[CH3:25].[CH2:1]([O:8][C:9]([N:11]1[CH2:15][CH2:14][C@@H:13]([NH2:21])[CH2:12]1)=[O:10])[C:2]1[CH:7]=[CH:6][CH:5]=[CH:4][CH:3]=1. The yield is 0.560.